From a dataset of NCI-60 drug combinations with 297,098 pairs across 59 cell lines. Regression. Given two drug SMILES strings and cell line genomic features, predict the synergy score measuring deviation from expected non-interaction effect. (1) Drug 1: C1=C(C(=O)NC(=O)N1)F. Drug 2: C(CC(=O)O)C(=O)CN.Cl. Cell line: HCT-15. Synergy scores: CSS=37.2, Synergy_ZIP=-0.557, Synergy_Bliss=-4.42, Synergy_Loewe=-20.6, Synergy_HSA=-4.38. (2) Synergy scores: CSS=-4.04, Synergy_ZIP=3.06, Synergy_Bliss=0.805, Synergy_Loewe=-7.49, Synergy_HSA=-5.03. Drug 1: CC1=CC2C(CCC3(C2CCC3(C(=O)C)OC(=O)C)C)C4(C1=CC(=O)CC4)C. Cell line: NCI-H226. Drug 2: C1C(C(OC1N2C=NC3=C(N=C(N=C32)Cl)N)CO)O. (3) Synergy scores: CSS=70.7, Synergy_ZIP=1.63, Synergy_Bliss=4.22, Synergy_Loewe=-13.8, Synergy_HSA=5.46. Drug 2: CC1C(C(CC(O1)OC2CC(CC3=C2C(=C4C(=C3O)C(=O)C5=CC=CC=C5C4=O)O)(C(=O)C)O)N)O. Cell line: A498. Drug 1: C1=CC(=CC=C1CCCC(=O)O)N(CCCl)CCCl. (4) Drug 1: CC1=C(N=C(N=C1N)C(CC(=O)N)NCC(C(=O)N)N)C(=O)NC(C(C2=CN=CN2)OC3C(C(C(C(O3)CO)O)O)OC4C(C(C(C(O4)CO)O)OC(=O)N)O)C(=O)NC(C)C(C(C)C(=O)NC(C(C)O)C(=O)NCCC5=NC(=CS5)C6=NC(=CS6)C(=O)NCCC[S+](C)C)O. Drug 2: COC1=C2C(=CC3=C1OC=C3)C=CC(=O)O2. Cell line: HCT-15. Synergy scores: CSS=55.7, Synergy_ZIP=1.95, Synergy_Bliss=2.24, Synergy_Loewe=-30.4, Synergy_HSA=0.919. (5) Drug 1: CC1=C2C(C(=O)C3(C(CC4C(C3C(C(C2(C)C)(CC1OC(=O)C(C(C5=CC=CC=C5)NC(=O)OC(C)(C)C)O)O)OC(=O)C6=CC=CC=C6)(CO4)OC(=O)C)OC)C)OC. Drug 2: C1CC(C1)(C(=O)O)C(=O)O.[NH2-].[NH2-].[Pt+2]. Cell line: HCT116. Synergy scores: CSS=80.5, Synergy_ZIP=15.9, Synergy_Bliss=15.3, Synergy_Loewe=5.34, Synergy_HSA=19.4. (6) Drug 1: C1=NC2=C(N=C(N=C2N1C3C(C(C(O3)CO)O)O)F)N. Drug 2: C1=CC=C(C=C1)NC(=O)CCCCCCC(=O)NO. Cell line: MDA-MB-231. Synergy scores: CSS=7.72, Synergy_ZIP=1.25, Synergy_Bliss=7.63, Synergy_Loewe=-0.673, Synergy_HSA=5.24. (7) Drug 1: CN1CCC(CC1)COC2=C(C=C3C(=C2)N=CN=C3NC4=C(C=C(C=C4)Br)F)OC. Drug 2: CNC(=O)C1=NC=CC(=C1)OC2=CC=C(C=C2)NC(=O)NC3=CC(=C(C=C3)Cl)C(F)(F)F. Cell line: BT-549. Synergy scores: CSS=2.73, Synergy_ZIP=-2.82, Synergy_Bliss=-1.25, Synergy_Loewe=-6.09, Synergy_HSA=-5.09. (8) Drug 1: CC(C1=C(C=CC(=C1Cl)F)Cl)OC2=C(N=CC(=C2)C3=CN(N=C3)C4CCNCC4)N. Drug 2: C1CN(CCN1C(=O)CCBr)C(=O)CCBr. Cell line: SF-539. Synergy scores: CSS=6.93, Synergy_ZIP=-3.74, Synergy_Bliss=0.116, Synergy_Loewe=0.197, Synergy_HSA=0.271.